From a dataset of Reaction yield outcomes from USPTO patents with 853,638 reactions. Predict the reaction yield, written as a fraction of the theoretical maximum amount of product (1.0 means a 100% yield; for example, 0.34 means a 34% yield). The reactants are [Cl:1][C:2]1[C:3]2[C:10]([CH3:11])=[CH:9][NH:8][C:4]=2[N:5]=[CH:6][N:7]=1.Br[CH2:13][CH:14]1[CH2:19][CH2:18][N:17]([C:20]([O:22][C:23]([CH3:26])([CH3:25])[CH3:24])=[O:21])[CH2:16][CH2:15]1.C([O-])([O-])=O.[Cs+].[Cs+]. The catalyst is CN(C=O)C. The product is [Cl:1][C:2]1[C:3]2[C:10]([CH3:11])=[CH:9][N:8]([CH2:13][CH:14]3[CH2:19][CH2:18][N:17]([C:20]([O:22][C:23]([CH3:24])([CH3:26])[CH3:25])=[O:21])[CH2:16][CH2:15]3)[C:4]=2[N:5]=[CH:6][N:7]=1. The yield is 0.870.